This data is from NCI-60 drug combinations with 297,098 pairs across 59 cell lines. The task is: Regression. Given two drug SMILES strings and cell line genomic features, predict the synergy score measuring deviation from expected non-interaction effect. Drug 1: CS(=O)(=O)CCNCC1=CC=C(O1)C2=CC3=C(C=C2)N=CN=C3NC4=CC(=C(C=C4)OCC5=CC(=CC=C5)F)Cl. Drug 2: C1=CC=C(C(=C1)C(C2=CC=C(C=C2)Cl)C(Cl)Cl)Cl. Cell line: SK-OV-3. Synergy scores: CSS=-0.339, Synergy_ZIP=-2.57, Synergy_Bliss=-4.07, Synergy_Loewe=-7.54, Synergy_HSA=-7.77.